The task is: Predict the reaction yield, written as a fraction of the theoretical maximum amount of product (1.0 means a 100% yield; for example, 0.34 means a 34% yield).. This data is from Reaction yield outcomes from USPTO patents with 853,638 reactions. (1) The reactants are Br[C:2]1[CH:3]=[CH:4][C:5]([N+:8]([O-:10])=[O:9])=[N:6][CH:7]=1.C([O-])([O-])=O.[Cs+].[Cs+].[Cl:17][C:18]1[CH:23]=[C:22]([OH:24])[CH:21]=[CH:20][N:19]=1. The catalyst is CN(C=O)C. The product is [Cl:17][C:18]1[CH:23]=[C:22]([O:24][C:2]2[CH:7]=[N:6][C:5]([N+:8]([O-:10])=[O:9])=[CH:4][CH:3]=2)[CH:21]=[CH:20][N:19]=1. The yield is 0.330. (2) The reactants are OC(C(F)(F)F)=O.[CH:8]([N:11]1[C:15]([C:16]2[S:17][C:18]3[CH2:19][CH2:20][O:21][C:22]4[CH:29]=[C:28]([CH:30]5[CH2:35][CH2:34][NH:33][CH2:32][CH2:31]5)[CH:27]=[CH:26][C:23]=4[C:24]=3[N:25]=2)=[N:14][CH:13]=[N:12]1)([CH3:10])[CH3:9].[CH3:36][O:37][CH2:38][CH2:39]Br.C(=O)([O-])[O-].[K+].[K+]. The catalyst is CN(C=O)C.C(Cl)Cl. The product is [CH:8]([N:11]1[C:15]([C:16]2[S:17][C:18]3[CH2:19][CH2:20][O:21][C:22]4[CH:29]=[C:28]([CH:30]5[CH2:35][CH2:34][N:33]([CH2:39][CH2:38][O:37][CH3:36])[CH2:32][CH2:31]5)[CH:27]=[CH:26][C:23]=4[C:24]=3[N:25]=2)=[N:14][CH:13]=[N:12]1)([CH3:10])[CH3:9]. The yield is 0.700. (3) The reactants are [NH2:1][C@@H:2]([CH:6]1[CH2:10][CH2:9]CC1)[C:3]([OH:5])=[O:4].[OH-].[Na+].[CH:13](=O)[C:14]1[CH:19]=[CH:18][CH:17]=[CH:16][CH:15]=1.[BH4-].[Na+]. The catalyst is O. The product is [CH2:13]([NH:1][C@@H:2]([CH:6]1[CH2:10][CH2:9]1)[C:3]([OH:5])=[O:4])[C:14]1[CH:19]=[CH:18][CH:17]=[CH:16][CH:15]=1. The yield is 0.590. (4) The catalyst is O.O1CCCC1.C1(C)C=CC=CC=1. The yield is 0.970. The product is [OH:7][C@H:8]1[CH2:12][N:11]([C:27]([C:26]2[CH:25]=[CH:24][C:23]([C:18]3[CH:19]=[CH:20][CH:21]=[CH:22][C:17]=3[CH3:16])=[CH:31][CH:30]=2)=[O:28])[C@H:10]([C:13]([OH:15])=[O:14])[CH2:9]1. The reactants are C(=O)([O-])[O-].[K+].[K+].[OH:7][CH:8]1[CH2:12][NH:11][C@H:10]([C:13]([OH:15])=[O:14])[CH2:9]1.[CH3:16][C:17]1[CH:22]=[CH:21][CH:20]=[CH:19][C:18]=1[C:23]1[CH:31]=[CH:30][C:26]([C:27](Cl)=[O:28])=[CH:25][CH:24]=1.